From a dataset of Full USPTO retrosynthesis dataset with 1.9M reactions from patents (1976-2016). Predict the reactants needed to synthesize the given product. Given the product [F:1][CH:2]([F:3])[N:4]1[C:8]2[CH:9]3[CH2:20][CH:11]([C:12]4[CH:17]=[C:16]([F:18])[C:15]([C:28]#[C:27][C:25]([OH:29])([CH3:26])[CH3:24])=[CH:14][C:13]=4[C:7]=2[N:6]=[C:5]1[C:21]([NH2:23])=[O:22])[CH2:10]3, predict the reactants needed to synthesize it. The reactants are: [F:1][CH:2]([N:4]1[C:8]2[CH:9]3[CH2:20][CH:11]([C:12]4[CH:17]=[C:16]([F:18])[C:15](I)=[CH:14][C:13]=4[C:7]=2[N:6]=[C:5]1[C:21]([NH2:23])=[O:22])[CH2:10]3)[F:3].[CH3:24][C:25]([OH:29])([C:27]#[CH:28])[CH3:26].